Dataset: Full USPTO retrosynthesis dataset with 1.9M reactions from patents (1976-2016). Task: Predict the reactants needed to synthesize the given product. Given the product [CH2:1]([O:3][C:4]([C:6]1([CH2:19][CH2:20][O:21][CH3:22])[CH2:7][CH2:8][NH:9][CH2:10][CH2:11]1)=[O:5])[CH3:2], predict the reactants needed to synthesize it. The reactants are: [CH2:1]([O:3][C:4]([C:6]1([CH2:19][CH2:20][O:21][CH3:22])[CH2:11][CH2:10][N:9](C(OC(C)(C)C)=O)[CH2:8][CH2:7]1)=[O:5])[CH3:2].FC(F)(F)C(O)=O.[OH-].[Na+].